Dataset: Forward reaction prediction with 1.9M reactions from USPTO patents (1976-2016). Task: Predict the product of the given reaction. Given the reactants C1(CCOC2C=CC(C(NC(CC3C=CC(CCC)=CC=3)C(NCCO)=O)=O)=CC=2)CC1.[CH:33]1([CH2:36][CH2:37][O:38][C:39]2[CH:65]=[CH:64][C:42]([C:43]([NH:45]/[C:46](/[C:58]([NH:60][CH2:61][CH2:62][OH:63])=[O:59])=[CH:47]\[C:48]3[CH:53]=[CH:52][C:51]([O:54][CH:55]4[CH2:57][CH2:56]4)=[CH:50][CH:49]=3)=[O:44])=[CH:41][CH:40]=2)[CH2:35][CH2:34]1, predict the reaction product. The product is: [CH:33]1([CH2:36][CH2:37][O:38][C:39]2[CH:65]=[CH:64][C:42]([C:43]([NH:45][CH:46]([CH2:47][C:48]3[CH:49]=[CH:50][C:51]([O:54][CH:55]4[CH2:56][CH2:57]4)=[CH:52][CH:53]=3)[C:58]([NH:60][CH2:61][CH2:62][OH:63])=[O:59])=[O:44])=[CH:41][CH:40]=2)[CH2:35][CH2:34]1.